This data is from Forward reaction prediction with 1.9M reactions from USPTO patents (1976-2016). The task is: Predict the product of the given reaction. (1) Given the reactants [CH3:1][C:2]1[C:6](B2OC(C)(C)C(C)(C)O2)=[C:5]([CH3:16])[N:4]([C:17]([O:19][C:20]([CH3:23])([CH3:22])[CH3:21])=[O:18])[N:3]=1.Br[C:25]1[CH:32]=[CH:31][C:28]([C:29]#[N:30])=[C:27]([Cl:33])[CH:26]=1.C(=O)([O-])[O-].[Na+].[Na+].COCCOC, predict the reaction product. The product is: [Cl:33][C:27]1[CH:26]=[C:25]([C:6]2[C:2]([CH3:1])=[N:3][NH:4][C:5]=2[CH3:16])[CH:32]=[CH:31][C:28]=1[C:29]#[N:30].[Cl:33][C:27]1[CH:26]=[C:25]([C:6]2[C:2]([CH3:1])=[N:3][N:4]([C:17]([O:19][C:20]([CH3:21])([CH3:22])[CH3:23])=[O:18])[C:5]=2[CH3:16])[CH:32]=[CH:31][C:28]=1[C:29]#[N:30]. (2) Given the reactants [CH3:1][CH:2]([CH3:36])[C@H:3]([NH:10][C:11]([C:13]1[C:22]2[C:17](=[CH:18][CH:19]=[CH:20][CH:21]=2)[N:16]=[C:15]([C:23]2[CH:28]=[CH:27][CH:26]=[CH:25][CH:24]=2)[C:14]=1[CH2:29][N:30]1[CH2:35][CH2:34][NH:33][CH2:32][CH2:31]1)=[O:12])[C:4]1[CH:9]=[CH:8][CH:7]=[CH:6][CH:5]=1.[CH2:37]([O:39][C:40](=[O:49])[C:41]([C:43]1[CH:48]=[CH:47][CH:46]=[CH:45][CH:44]=1)=[CH2:42])[CH3:38], predict the reaction product. The product is: [CH2:37]([O:39][C:40](=[O:49])[CH:41]([C:43]1[CH:48]=[CH:47][CH:46]=[CH:45][CH:44]=1)[CH2:42][N:33]1[CH2:34][CH2:35][N:30]([CH2:29][C:14]2[C:15]([C:23]3[CH:24]=[CH:25][CH:26]=[CH:27][CH:28]=3)=[N:16][C:17]3[C:22]([C:13]=2[C:11](=[O:12])[NH:10][C@H:3]([C:4]2[CH:5]=[CH:6][CH:7]=[CH:8][CH:9]=2)[CH:2]([CH3:36])[CH3:1])=[CH:21][CH:20]=[CH:19][CH:18]=3)[CH2:31][CH2:32]1)[CH3:38]. (3) Given the reactants [Br:1][C:2]1[CH:3]=[CH:4][C:5]([OH:10])=[C:6]([CH:9]=1)[CH:7]=[O:8].C([O-])([O-])=O.[K+].[K+].[CH2:17]([O:19][C:20](=[O:25])[C:21](Br)([CH3:23])[CH3:22])[CH3:18], predict the reaction product. The product is: [CH2:17]([O:19][C:20](=[O:25])[C:21]([O:10][C:5]1[CH:4]=[CH:3][C:2]([Br:1])=[CH:9][C:6]=1[CH:7]=[O:8])([CH3:23])[CH3:22])[CH3:18]. (4) Given the reactants [F:1][C:2]1[CH:7]=[CH:6][CH:5]=[C:4]([F:8])[C:3]=1[C:9]1[O:10][CH2:11][CH:12]([C:14]2[CH:19]=[CH:18][C:17](Br)=[CH:16][CH:15]=2)[N:13]=1.[CH2:21]([O:23][C:24]1[CH:29]=[CH:28][C:27]([Sn](C)(C)C)=[CH:26][N:25]=1)[CH3:22].[Cl-].[Li+], predict the reaction product. The product is: [F:1][C:2]1[CH:7]=[CH:6][CH:5]=[C:4]([F:8])[C:3]=1[C:9]1[O:10][CH2:11][CH:12]([C:14]2[CH:19]=[CH:18][C:17]([C:27]3[CH:28]=[CH:29][C:24]([O:23][CH2:21][CH3:22])=[N:25][CH:26]=3)=[CH:16][CH:15]=2)[N:13]=1. (5) Given the reactants [N+:1]([C:4]1[CH:5]=[C:6]2[C:11](=[CH:12][CH:13]=1)[NH:10][C:9](=O)[NH:8][C:7]2=O)([O-:3])=[O:2].[CH2:16]([NH2:20])[CH2:17][CH2:18][CH3:19], predict the reaction product. The product is: [CH2:16]([NH:20][C:9]1[N:8]=[C:7]([NH:1][CH2:4][CH:5]=[C:6]([CH3:11])[CH3:7])[C:6]2[C:11](=[CH:12][CH:13]=[C:4]([N+:1]([O-:3])=[O:2])[CH:5]=2)[N:10]=1)[CH2:17][CH2:18][CH3:19].